Dataset: Full USPTO retrosynthesis dataset with 1.9M reactions from patents (1976-2016). Task: Predict the reactants needed to synthesize the given product. Given the product [CH:19]([O:22][C:23]1[CH:31]=[CH:30][C:29]([S:32]([CH3:35])(=[O:34])=[O:33])=[CH:28][C:24]=1[C:25]([N:17]1[CH2:16][CH2:15][C:13]2=[C:14]3[C:9](=[CH:10][CH:11]=[C:12]2[CH2:18]1)[C:8]1[C:3](=[CH:4][CH:5]=[CH:6][CH:7]=1)[N:2]3[CH3:1])=[O:26])([CH3:21])[CH3:20], predict the reactants needed to synthesize it. The reactants are: [CH3:1][N:2]1[C:14]2[C:9](=[CH:10][CH:11]=[C:12]3[CH2:18][NH:17][CH2:16][CH2:15][C:13]3=2)[C:8]2[C:3]1=[CH:4][CH:5]=[CH:6][CH:7]=2.[CH:19]([O:22][C:23]1[CH:31]=[CH:30][C:29]([S:32]([CH3:35])(=[O:34])=[O:33])=[CH:28][C:24]=1[C:25](O)=[O:26])([CH3:21])[CH3:20].